Dataset: Reaction yield outcomes from USPTO patents with 853,638 reactions. Task: Predict the reaction yield, written as a fraction of the theoretical maximum amount of product (1.0 means a 100% yield; for example, 0.34 means a 34% yield). (1) The reactants are Cl[CH:2]([C:16]1[CH:21]=[CH:20][CH:19]=[CH:18][CH:17]=1)[C:3]([C:5]1[C:13]2[C:8](=[CH:9][CH:10]=[CH:11][C:12]=2[CH2:14][OH:15])[NH:7][CH:6]=1)=[O:4].[CH3:22][O:23][C:24]1[CH:25]=[C:26]([CH:28]=[C:29]([O:31][CH3:32])[CH:30]=1)[NH2:27]. The catalyst is C(#N)C. The product is [CH3:32][O:31][C:29]1[CH:28]=[C:26]([NH:27][CH:2]([C:16]2[CH:21]=[CH:20][CH:19]=[CH:18][CH:17]=2)[C:3]([C:5]2[C:13]3[C:8](=[CH:9][CH:10]=[CH:11][C:12]=3[CH2:14][OH:15])[NH:7][CH:6]=2)=[O:4])[CH:25]=[C:24]([O:23][CH3:22])[CH:30]=1. The yield is 0.140. (2) The reactants are [C:1]([NH:6][C:7]1[NH:8][C:9](=[O:24])[C:10]2[N:11]=[CH:12][N:13]([C:22]=2[N:23]=1)[C@@H:14]1[O:21][C@H:18]([CH2:19][OH:20])[C@@H:16]([OH:17])[CH2:15]1)(=[O:5])[CH:2]([CH3:4])[CH3:3].CCN(CC)CC.[C:32](O[C:32](=[O:39])[C:33]1[CH:38]=[CH:37][CH:36]=[CH:35][CH:34]=1)(=[O:39])[C:33]1[CH:38]=[CH:37][CH:36]=[CH:35][CH:34]=1. The catalyst is CN(C=O)C.CN(C)C1C=CN=CC=1. The product is [C:32]([O:20][CH2:19][C@H:18]1[O:21][C@@H:14]([N:13]2[C:22]3[N:23]=[C:7]([NH:6][C:1](=[O:5])[CH:2]([CH3:4])[CH3:3])[NH:8][C:9](=[O:24])[C:10]=3[N:11]=[CH:12]2)[CH2:15][C@@H:16]1[OH:17])(=[O:39])[C:33]1[CH:38]=[CH:37][CH:36]=[CH:35][CH:34]=1. The yield is 0.460. (3) The reactants are [CH2:1]([O:3][C:4]1[CH:5]=[C:6]2[C:11](=[CH:12][C:13]=1[F:14])[N:10]=[C:9]([NH:15][CH2:16][CH3:17])[C:8]([CH:18]=[O:19])=[CH:7]2)[CH3:2].[BH4-].[Na+]. The catalyst is C1COCC1. The product is [CH2:1]([O:3][C:4]1[CH:5]=[C:6]2[C:11](=[CH:12][C:13]=1[F:14])[N:10]=[C:9]([NH:15][CH2:16][CH3:17])[C:8]([CH2:18][OH:19])=[CH:7]2)[CH3:2]. The yield is 0.960. (4) The reactants are CI.[CH3:3][O:4][C:5](=[O:16])[C:6]1[C:7](=[CH:9][CH:10]=[C:11]([C:13](=[O:15])[CH3:14])[CH:12]=1)[OH:8].[C:17](=O)([O-])[O-].[Na+].[Na+].Cl. The catalyst is O.CN(C)C=O. The product is [CH3:3][O:4][C:5](=[O:16])[C:6]1[CH:12]=[C:11]([C:13](=[O:15])[CH3:14])[CH:10]=[CH:9][C:7]=1[O:8][CH3:17]. The yield is 0.965.